Dataset: CYP2C19 inhibition data for predicting drug metabolism from PubChem BioAssay. Task: Regression/Classification. Given a drug SMILES string, predict its absorption, distribution, metabolism, or excretion properties. Task type varies by dataset: regression for continuous measurements (e.g., permeability, clearance, half-life) or binary classification for categorical outcomes (e.g., BBB penetration, CYP inhibition). Dataset: cyp2c19_veith. The molecule is Cc1cc(=O)n(-c2ccccc2)n1C. The result is 0 (non-inhibitor).